Dataset: Forward reaction prediction with 1.9M reactions from USPTO patents (1976-2016). Task: Predict the product of the given reaction. Given the reactants [NH2:1][C:2]1[CH:6]=[C:5]([C:7]([CH3:10])([CH3:9])[CH3:8])[Se:4][C:3]=1[C:11]#[N:12].C([OH:15])C, predict the reaction product. The product is: [NH2:1][C:2]1[CH:6]=[C:5]([C:7]([CH3:9])([CH3:8])[CH3:10])[Se:4][C:3]=1[C:11]([NH2:12])=[O:15].